This data is from Antibody paratope prediction from SAbDab with 1,023 antibody chains. The task is: Token-level Classification. Given an antibody amino acid sequence, predict which amino acid positions are active in antigen binding. Output is a list of indices for active paratope positions. (1) Given the antibody sequence: EVQLQQSGAELVKPGASVKLSCTASGFNIKDTYVHWVKQRPEQGLEWIGRIDPANGYTKYDPKFQGKATITADTSSNTAYLQLSSLTSEDTAVYYCVRPLYDYYAMDYWGQGTSVTVSS, which amino acid positions are active in antigen binding (paratope)? The paratope positions are: [52, 83, 84, 85, 104, 105]. (2) Given the antibody sequence: QAVVTQESALTTSPGETVTLTCRSSTGAVTTSNYANWVQEKPDHLFTGLIGGTNNRAPGVPARFSGSLIGDKAALTITGGQTEDEAIYFCALWYSNHWVFGGGTKLTVL, which amino acid positions are active in antigen binding (paratope)? The paratope positions are: [29, 30, 31]. (3) Given the antibody sequence: NIVMTQTPLSLPVSLGDQASISCRSSQSLVHSNGNTYLHWYLQKPGQSPKLLIYTVSNRFSGVPDRFSGSGSGTDFTLKISRVEAEDLGVYFCSQSTHFPTFGGGTKLEIK, which amino acid positions are active in antigen binding (paratope)? The paratope positions are: [30, 31, 32, 33, 34]. (4) Given the antibody sequence: QVQLVQSGAEVKKPGASVKVSCKAGFNIKDVYMSWVRQAPEQGLEWMGRIDPENGDTKYDPKLQGRVTMTADTSTNTAYMELRSLRSDDTAVYYCARGWEGFAYWGQGTLVTVSS, which amino acid positions are active in antigen binding (paratope)? The paratope positions are: [51, 82, 83, 84].